This data is from Blood-brain barrier permeability classification from the B3DB database. The task is: Regression/Classification. Given a drug SMILES string, predict its absorption, distribution, metabolism, or excretion properties. Task type varies by dataset: regression for continuous measurements (e.g., permeability, clearance, half-life) or binary classification for categorical outcomes (e.g., BBB penetration, CYP inhibition). Dataset: b3db_classification. The molecule is C[C@H]1C[C@H]2[C@@H]3CCC4=CC(=O)C=C[C@]4(C)[C@H]3C(=O)C[C@]2(C)[C@@]1(O)C(=O)CO. The result is 1 (penetrates BBB).